This data is from Full USPTO retrosynthesis dataset with 1.9M reactions from patents (1976-2016). The task is: Predict the reactants needed to synthesize the given product. (1) Given the product [CH3:3][N:2]([CH2:4][CH:5]1[C:10]([OH:19])([C:11]2[CH:16]=[C:15]([O:17][CH3:18])[CH:14]=[CH:13][CH:12]=2)[CH2:9][CH2:8][CH2:7][CH2:6]1)[CH3:1], predict the reactants needed to synthesize it. The reactants are: [CH3:1][N:2]([CH2:4][CH:5]1[C:10]([OH:19])([C:11]2[CH:16]=[C:15]([O:17][CH3:18])[CH:14]=[CH:13][CH:12]=2)[CH2:9][CH2:8][CH2:7][CH2:6]1)[CH3:3].Cl.[OH-].[Na+].C(OCC)(=O)C. (2) The reactants are: [C:1]12(CO)[CH2:10][CH:5]3[CH2:6][CH:7]([CH2:9][CH:3]([CH2:4]3)[CH2:2]1)[CH2:8]2.[NH:13]1[CH:17]=[CH:16][CH:15]=[N:14]1.[CH3:18]C1C(B2OC(C)(C)C(C)(C)O2)=C(C)NN=1. Given the product [CH:1]12[CH2:2][CH:3]3[CH2:4][CH:5]([CH2:6][CH:7]([CH2:9]3)[CH:8]1[CH2:18][N:13]1[CH:17]=[CH:16][CH:15]=[N:14]1)[CH2:10]2, predict the reactants needed to synthesize it. (3) The reactants are: [CH2:1]([O:3][C:4](=[O:25])[CH:5]([O:22][CH2:23][CH3:24])[CH:6]([C:8]1[CH:13]=[CH:12][C:11]([O:14][CH2:15][C:16]2[CH:21]=[CH:20][CH:19]=[CH:18][CH:17]=2)=[CH:10][CH:9]=1)O)[CH3:2].COC(=O)C(OCC)=CC1C=CC(OCC2C=CC=CC=2)=CC=1. Given the product [CH2:1]([O:3][C:4](=[O:25])[C:5]([O:22][CH2:23][CH3:24])=[CH:6][C:8]1[CH:13]=[CH:12][C:11]([O:14][CH2:15][C:16]2[CH:17]=[CH:18][CH:19]=[CH:20][CH:21]=2)=[CH:10][CH:9]=1)[CH3:2], predict the reactants needed to synthesize it. (4) Given the product [F:1][CH2:2][C:3]([OH:40])([CH3:41])[CH2:4][O:5][C@H:6]1[CH2:11][CH2:10][C@H:9]([N:12]2[C:17](=[O:18])[C:16]([CH2:19][C:20]3[CH:25]=[CH:24][C:23]([C:26]4[C:27]([C:32]#[N:33])=[CH:28][CH:29]=[CH:30][CH:31]=4)=[CH:22][CH:21]=3)=[C:15]([CH2:34][CH2:35][CH3:36])[N:14]3[N:37]=[CH:38][N:39]=[C:13]23)[CH2:8][CH2:7]1, predict the reactants needed to synthesize it. The reactants are: [F:1][CH2:2][CH:3]([OH:40])[CH2:4][O:5][C@H:6]1[CH2:11][CH2:10][C@H:9]([N:12]2[C:17](=[O:18])[C:16]([CH2:19][C:20]3[CH:25]=[CH:24][C:23]([C:26]4[C:27]([C:32]#[N:33])=[CH:28][CH:29]=[CH:30][CH:31]=4)=[CH:22][CH:21]=3)=[C:15]([CH2:34][CH2:35][CH3:36])[N:14]3[N:37]=[CH:38][N:39]=[C:13]23)[CH2:8][CH2:7]1.[CH3:41]C(OI1(OC(C)=O)(OC(C)=O)OC(=O)C2C=CC=CC1=2)=O.C(=O)([O-])O.[Na+].S([O-])([O-])(=O)=S.[Na+].[Na+]. (5) Given the product [Br:19][C:16]1[CH:15]=[CH:14][C:13]([C:3]([OH:4])([C:5]2[CH:10]=[CH:9][CH:8]=[C:7]([O:11][CH3:12])[CH:6]=2)[CH2:2][NH:1][C:29](=[O:30])[CH2:28][Cl:27])=[CH:18][CH:17]=1, predict the reactants needed to synthesize it. The reactants are: [NH2:1][CH2:2][C:3]([C:13]1[CH:18]=[CH:17][C:16]([Br:19])=[CH:15][CH:14]=1)([C:5]1[CH:10]=[CH:9][CH:8]=[C:7]([O:11][CH3:12])[CH:6]=1)[OH:4].C(N(CC)CC)C.[Cl:27][CH2:28][C:29](Cl)=[O:30].O.